Task: Predict which catalyst facilitates the given reaction.. Dataset: Catalyst prediction with 721,799 reactions and 888 catalyst types from USPTO (1) Reactant: N1C=CC=CC=1.[CH3:7][C:8]1[C:12]([C:13]2[N:14]([C:27]3[CH:32]=[CH:31][C:30]([OH:33])=[CH:29][CH:28]=3)[C:15]3[C:20]([C:21]=2[C:22](=O)[C:23]([NH2:25])=[O:24])=[CH:19][CH:18]=[CH:17][CH:16]=3)=[C:11]([CH3:34])[O:10][N:9]=1.Cl.[NH2:36][OH:37]. Product: [CH3:7][C:8]1[C:12]([C:13]2[N:14]([C:27]3[CH:28]=[CH:29][C:30]([OH:33])=[CH:31][CH:32]=3)[C:15]3[C:20]([C:21]=2[C:22](=[N:36][OH:37])[C:23]([NH2:25])=[O:24])=[CH:19][CH:18]=[CH:17][CH:16]=3)=[C:11]([CH3:34])[O:10][N:9]=1. The catalyst class is: 14. (2) Reactant: [Cl:1][C:2]1[CH:7]=[CH:6][N:5]=[CH:4][CH:3]=1.[Li+].CC([N-]C(C)C)C.C1COCC1.CCCCCCC.C(C1C=CC=CC=1)C.[O:36]1[CH2:39][C:38](=[O:40])[CH2:37]1. Product: [Cl:1][C:2]1[CH:7]=[CH:6][N:5]=[CH:4][C:3]=1[C:38]1([OH:40])[CH2:39][O:36][CH2:37]1. The catalyst class is: 182. (3) Reactant: [CH2:1]([O:3][C:4]([C:6]1([NH:9][C:10]2[N:15]=[C:14]([O:16][CH2:17][C:18]([F:21])([F:20])[F:19])[N:13]=[C:12]([NH:22][C:23]3[CH:35]=[CH:34][C:26]([C:27]([O:29]C(C)(C)C)=[O:28])=[CH:25][CH:24]=3)[N:11]=2)[CH2:8][CH2:7]1)=[O:5])[CH3:2].C(O)(C(F)(F)F)=O. The catalyst class is: 4. Product: [CH2:1]([O:3][C:4]([C:6]1([NH:9][C:10]2[N:15]=[C:14]([O:16][CH2:17][C:18]([F:21])([F:19])[F:20])[N:13]=[C:12]([NH:22][C:23]3[CH:24]=[CH:25][C:26]([C:27]([OH:29])=[O:28])=[CH:34][CH:35]=3)[N:11]=2)[CH2:8][CH2:7]1)=[O:5])[CH3:2].